This data is from Forward reaction prediction with 1.9M reactions from USPTO patents (1976-2016). The task is: Predict the product of the given reaction. (1) Given the reactants [C:1]([O:4][C@@H:5]1[C@@H:10]([O:11][C:12](=[O:14])[CH3:13])[C@H:9]([O:15][C:16](=[O:18])[CH3:17])[CH2:8][S:7][CH:6]1Br)(=[O:3])[CH3:2].[OH:20][C:21]1[C:29]2[O:28][CH:27]=[CH:26][C:25]=2[CH:24]=[CH:23][CH:22]=1, predict the reaction product. The product is: [C:1]([O:4][C@@H:5]1[C@@H:10]([O:11][C:12](=[O:14])[CH3:13])[C@H:9]([O:15][C:16](=[O:18])[CH3:17])[CH2:8][S:7][C@H:6]1[O:20][C:21]1[C:29]2[O:28][CH:27]=[CH:26][C:25]=2[CH:24]=[CH:23][CH:22]=1)(=[O:3])[CH3:2]. (2) The product is: [C:1]1([C@@H:7]2[CH2:9][C@H:8]2[NH:10][CH2:11][C@H:12]2[CH2:17][CH2:16][C@H:15]([C:18]([OH:20])=[O:19])[CH2:14][CH2:13]2)[CH:2]=[CH:3][CH:4]=[CH:5][CH:6]=1. Given the reactants [C:1]1([C@@H:7]2[CH2:9][C@H:8]2[NH:10][CH2:11][C@H:12]2[CH2:17][CH2:16][C@H:15]([C:18]([O:20]C)=[O:19])[CH2:14][CH2:13]2)[CH:6]=[CH:5][CH:4]=[CH:3][CH:2]=1.[OH-].[Na+], predict the reaction product.